From a dataset of Forward reaction prediction with 1.9M reactions from USPTO patents (1976-2016). Predict the product of the given reaction. (1) The product is: [F:36][C:33]1[CH:32]=[CH:31][C:30]([N:27]2[C:22]3[CH:23]=[C:24]4[C@:19]([CH2:37][O:38][CH3:39])([CH2:20][C:21]=3[CH:29]=[N:28]2)[CH2:18][N:17]([S:14]([C:10]2[CH:9]=[CH:8][CH:13]=[C:12]([N:4]3[CH2:5][CH2:6][C@@H:2]([F:1])[CH2:3]3)[CH:11]=2)(=[O:16])=[O:15])[CH2:26][CH2:25]4)=[CH:35][CH:34]=1. Given the reactants [F:1][C@@H:2]1[CH2:6][CH2:5][NH:4][CH2:3]1.Br[C:8]1[CH:9]=[C:10]([S:14]([N:17]2[CH2:26][CH2:25][C:24]3[C@:19]([CH2:37][O:38][CH3:39])([CH2:20][C:21]4[CH:29]=[N:28][N:27]([C:30]5[CH:35]=[CH:34][C:33]([F:36])=[CH:32][CH:31]=5)[C:22]=4[CH:23]=3)[CH2:18]2)(=[O:16])=[O:15])[CH:11]=[CH:12][CH:13]=1, predict the reaction product. (2) Given the reactants [F:1][C:2]1[CH:3]=[C:4]([CH:14]([NH:16][C:17]([C:19]2[N:20]=[C:21](Cl)[O:22][CH:23]=2)=[O:18])[CH3:15])[CH:5]=[C:6]([F:13])[C:7]=1[NH:8][S:9]([CH3:12])(=[O:11])=[O:10].[I:25][C:26]1[CH:27]=[C:28]([OH:32])[CH:29]=[CH:30][CH:31]=1, predict the reaction product. The product is: [F:1][C:2]1[CH:3]=[C:4]([CH:14]([NH:16][C:17]([C:19]2[N:20]=[C:21]([O:32][C:28]3[CH:29]=[CH:30][CH:31]=[C:26]([I:25])[CH:27]=3)[O:22][CH:23]=2)=[O:18])[CH3:15])[CH:5]=[C:6]([F:13])[C:7]=1[NH:8][S:9]([CH3:12])(=[O:11])=[O:10].